This data is from Reaction yield outcomes from USPTO patents with 853,638 reactions. The task is: Predict the reaction yield, written as a fraction of the theoretical maximum amount of product (1.0 means a 100% yield; for example, 0.34 means a 34% yield). (1) The reactants are C1C=CC2N([OH:10])N=NC=2C=1.O.CCN=C=NC[CH2:18][CH2:19][N:20]([CH3:22])[CH3:21].Cl.Cl.[O:25]=[C:26]1[NH:34][C:33]2[C:28](=[N:29][C:30]([C:35]3[CH:36]=[N:37][N:38]4[CH:43]=[CH:42][C:41]([C:44]#[N:45])=[CH:40][C:39]=34)=[N:31][CH:32]=2)[N:27]1[C@H:46]1[CH2:51][CH2:50][CH2:49][NH:48][CH2:47]1. The catalyst is CN(C=O)C. The product is [CH3:21][N:20]([CH3:22])[CH2:19][C:18]([N:48]1[CH2:49][CH2:50][CH2:51][C@H:46]([N:27]2[C:26](=[O:25])[NH:34][C:33]3[C:28]2=[N:29][C:30]([C:35]2[CH:36]=[N:37][N:38]4[CH:43]=[CH:42][C:41]([C:44]#[N:45])=[CH:40][C:39]=24)=[N:31][CH:32]=3)[CH2:47]1)=[O:10]. The yield is 0.290. (2) The reactants are Br[C:2]1[N:3]=[C:4]2[C:10]([C:11]([NH:13][C:14]([CH3:17])([CH3:16])[CH3:15])=[O:12])=[CH:9][N:8]([CH2:18][O:19][CH2:20][CH2:21][Si:22]([CH3:25])([CH3:24])[CH3:23])[C:5]2=[N:6][CH:7]=1.[F:26][C:27]1[CH:33]=[C:32]([CH3:34])[CH:31]=[CH:30][C:28]=1[NH2:29].CC(C)([O-])C.[Na+]. The catalyst is CN(C=O)C.C1(C)C=CC=CC=1.O.C([O-])(=O)C.[Pd+2].C([O-])(=O)C.C1C=CC(P(C2C(C3C(P(C4C=CC=CC=4)C4C=CC=CC=4)=CC=C4C=3C=CC=C4)=C3C(C=CC=C3)=CC=2)C2C=CC=CC=2)=CC=1. The product is [C:14]([NH:13][C:11]([C:10]1[C:4]2[C:5](=[N:6][CH:7]=[C:2]([NH:29][C:28]3[CH:30]=[CH:31][C:32]([CH3:34])=[CH:33][C:27]=3[F:26])[N:3]=2)[N:8]([CH2:18][O:19][CH2:20][CH2:21][Si:22]([CH3:25])([CH3:24])[CH3:23])[CH:9]=1)=[O:12])([CH3:17])([CH3:16])[CH3:15]. The yield is 0.530.